Dataset: NCI-60 drug combinations with 297,098 pairs across 59 cell lines. Task: Regression. Given two drug SMILES strings and cell line genomic features, predict the synergy score measuring deviation from expected non-interaction effect. (1) Drug 1: CS(=O)(=O)CCNCC1=CC=C(O1)C2=CC3=C(C=C2)N=CN=C3NC4=CC(=C(C=C4)OCC5=CC(=CC=C5)F)Cl. Drug 2: COC1=C2C(=CC3=C1OC=C3)C=CC(=O)O2. Cell line: SW-620. Synergy scores: CSS=-9.11, Synergy_ZIP=4.34, Synergy_Bliss=1.54, Synergy_Loewe=-4.90, Synergy_HSA=-6.19. (2) Drug 1: CC1=CC2C(CCC3(C2CCC3(C(=O)C)OC(=O)C)C)C4(C1=CC(=O)CC4)C. Drug 2: CCC(=C(C1=CC=CC=C1)C2=CC=C(C=C2)OCCN(C)C)C3=CC=CC=C3.C(C(=O)O)C(CC(=O)O)(C(=O)O)O. Cell line: TK-10. Synergy scores: CSS=0.363, Synergy_ZIP=2.00, Synergy_Bliss=2.52, Synergy_Loewe=-2.16, Synergy_HSA=-1.97. (3) Drug 1: CCC(=C(C1=CC=CC=C1)C2=CC=C(C=C2)OCCN(C)C)C3=CC=CC=C3.C(C(=O)O)C(CC(=O)O)(C(=O)O)O. Drug 2: C1CN(CCN1C(=O)CCBr)C(=O)CCBr. Cell line: RPMI-8226. Synergy scores: CSS=22.9, Synergy_ZIP=-6.91, Synergy_Bliss=-1.99, Synergy_Loewe=-11.5, Synergy_HSA=-6.90. (4) Drug 1: C1CCN(CC1)CCOC2=CC=C(C=C2)C(=O)C3=C(SC4=C3C=CC(=C4)O)C5=CC=C(C=C5)O. Drug 2: CC1=CC2C(CCC3(C2CCC3(C(=O)C)OC(=O)C)C)C4(C1=CC(=O)CC4)C. Cell line: SN12C. Synergy scores: CSS=9.26, Synergy_ZIP=-5.36, Synergy_Bliss=-4.70, Synergy_Loewe=-1.77, Synergy_HSA=-0.228.